Dataset: Catalyst prediction with 721,799 reactions and 888 catalyst types from USPTO. Task: Predict which catalyst facilitates the given reaction. (1) Reactant: Cl.[CH2:2]([O:9][CH2:10][CH2:11][CH2:12][CH2:13][C@@H:14]([C:16]([O:18][CH3:19])=[O:17])[NH2:15])[C:3]1[CH:8]=[CH:7][CH:6]=[CH:5][CH:4]=1.C(N(CC)CC)C.[C:27]([C:31]1[CH:36]=[CH:35][C:34]([S:37](Cl)(=[O:39])=[O:38])=[CH:33][CH:32]=1)([O:29][CH3:30])=[O:28]. Product: [CH2:2]([O:9][CH2:10][CH2:11][CH2:12][CH2:13][C@@H:14]([C:16]([O:18][CH3:19])=[O:17])[NH:15][S:37]([C:34]1[CH:33]=[CH:32][C:31]([C:27]([O:29][CH3:30])=[O:28])=[CH:36][CH:35]=1)(=[O:39])=[O:38])[C:3]1[CH:8]=[CH:7][CH:6]=[CH:5][CH:4]=1. The catalyst class is: 2. (2) Reactant: [H-].[Al+3].[Li+].[H-].[H-].[H-].[NH:7]1[C:15]2[C:10](=[CH:11][C:12]([O:16][CH:17]3[CH2:22][CH2:21][CH:20]([C:23]([NH2:25])=O)[CH2:19][CH2:18]3)=[CH:13][CH:14]=2)[CH:9]=[N:8]1.O.[OH-].[Na+]. Product: [NH:7]1[C:15]2[C:10](=[CH:11][C:12]([O:16][CH:17]3[CH2:18][CH2:19][CH:20]([CH2:23][NH2:25])[CH2:21][CH2:22]3)=[CH:13][CH:14]=2)[CH:9]=[N:8]1. The catalyst class is: 7. (3) Reactant: C([N:3](CC)CC)C.[CH3:8][C:9]1([CH3:19])[CH2:14][C:13](CN)([CH3:15])[CH2:12][CH:11]([NH2:18])[CH2:10]1.[C:20](Cl)(=[O:23])[CH:21]=[CH2:22]. Product: [C:11]([NH2:18])(=[O:23])[CH:10]=[CH2:9].[C:20]([NH2:3])(=[O:23])[CH:21]=[CH2:22].[O:23]=[C:11]1[CH2:10][C:9]([CH3:19])([CH3:8])[CH2:14][C:13]([CH3:15])=[CH:12]1. The catalyst class is: 4. (4) Reactant: C(N(CC)CC)C.[NH:8]1[C:16]2[C:11](=[CH:12][CH:13]=[CH:14][C:15]=2[CH2:17][NH:18][CH2:19][CH2:20]O)[CH:10]=[CH:9]1.[CH3:22][S:23](Cl)(=[O:25])=[O:24].[H-].[Na+]. Product: [CH3:22][S:23]([CH:13]1[CH2:14][C:15]2[CH:17]=[N:18][CH:19]=[CH:20][N:8]3[C:16]=2[C:11]([CH:10]=[CH:9]3)=[CH:12]1)(=[O:25])=[O:24]. The catalyst class is: 213. (5) Reactant: [Cl:1][C:2]1[C:10]([C:11]#[N:12])=[CH:9][CH:8]=[C:7]2[C:3]=1[CH:4]=[C:5]([CH:17]([F:19])[F:18])[N:6]2[CH2:13][C:14](O)=[O:15].C1N=CN(C(N2C=NC=C2)=O)C=1.[NH2:32][NH2:33]. Product: [Cl:1][C:2]1[C:10]([C:11]#[N:12])=[CH:9][CH:8]=[C:7]2[C:3]=1[CH:4]=[C:5]([CH:17]([F:19])[F:18])[N:6]2[CH2:13][C:14]([NH:32][NH2:33])=[O:15]. The catalyst class is: 1.